This data is from Catalyst prediction with 721,799 reactions and 888 catalyst types from USPTO. The task is: Predict which catalyst facilitates the given reaction. (1) Reactant: C([O:5][C:6](=[O:33])[C:7]1[CH:12]=[CH:11][C:10]([C:13]2[CH2:17][C:16]([C:22]3[CH:27]=[C:26]([Cl:28])[C:25]([C:29]#[N:30])=[C:24]([Cl:31])[CH:23]=3)([C:18]([F:21])([F:20])[F:19])[O:15][N:14]=2)=[CH:9][C:8]=1[CH3:32])(C)(C)C.FC(CC(O)=O)(F)F.C(OCC)(=O)C. Product: [Cl:31][C:24]1[CH:23]=[C:22]([C:16]2([C:18]([F:21])([F:19])[F:20])[O:15][N:14]=[C:13]([C:10]3[CH:11]=[CH:12][C:7]([C:6]([OH:33])=[O:5])=[C:8]([CH3:32])[CH:9]=3)[CH2:17]2)[CH:27]=[C:26]([Cl:28])[C:25]=1[C:29]#[N:30]. The catalyst class is: 4. (2) Reactant: [O:1]1[C:5]2[CH:6]=[CH:7][CH:8]=[CH:9][C:4]=2[O:3][CH:2]1[CH2:10][NH2:11].[S:12](N)([NH2:15])(=[O:14])=[O:13]. Product: [O:1]1[C:5]2[CH:6]=[CH:7][CH:8]=[CH:9][C:4]=2[O:3][CH:2]1[CH2:10][NH:11][S:12]([NH2:15])(=[O:14])=[O:13]. The catalyst class is: 12. (3) Reactant: [CH3:1][CH:2]1[CH2:8][N:7](C(=O)C(F)(F)F)[CH2:6][CH2:5][C:4]2[N:15]=[CH:16][C:17]([NH2:19])=[CH:18][C:3]1=2.C([O-])([O-])=O.[K+].[K+].CO.C([O-])(O)=O.[Na+]. Product: [CH3:1][CH:2]1[CH2:8][NH:7][CH2:6][CH2:5][C:4]2[N:15]=[CH:16][C:17]([NH2:19])=[CH:18][C:3]1=2. The catalyst class is: 34. (4) Reactant: [Cl:1][C:2]1[CH:7]=[C:6]([N+:8]([O-:10])=[O:9])[CH:5]=[C:4]([CH3:11])[C:3]=1[NH2:12].[CH:13]1([CH2:18][C:19](Cl)=[O:20])[CH2:17][CH2:16][CH2:15][CH2:14]1. Product: [Cl:1][C:2]1[CH:7]=[C:6]([N+:8]([O-:10])=[O:9])[CH:5]=[C:4]([CH3:11])[C:3]=1[NH:12][C:19](=[O:20])[CH2:18][CH:13]1[CH2:17][CH2:16][CH2:15][CH2:14]1. The catalyst class is: 10. (5) Reactant: [Cl:1][C:2]1[C:7]([Cl:8])=[CH:6][CH:5]=[CH:4][C:3]=1[N:9]1[CH2:14][CH2:13][N:12]([CH2:15][CH2:16][CH2:17][CH2:18][O:19][C:20]2[CH:29]=[C:28]3[C:23]([CH2:24][CH2:25][C:26](=[O:36])[N:27]3[C:30]([O:32][CH:33](Cl)[CH3:34])=[O:31])=[CH:22][CH:21]=2)[CH2:11][CH2:10]1.[C:37]([OH:42])(=[O:41])[CH2:38][CH2:39][CH3:40].C(N(C(C)C)C(C)C)C. Product: [Cl:1][C:2]1[C:7]([Cl:8])=[CH:6][CH:5]=[CH:4][C:3]=1[N:9]1[CH2:10][CH2:11][N:12]([CH2:15][CH2:16][CH2:17][CH2:18][O:19][C:20]2[CH:29]=[C:28]3[C:23]([CH2:24][CH2:25][C:26](=[O:36])[N:27]3[C:30]([O:32][CH:33]([O:41][C:37](=[O:42])[CH2:38][CH2:39][CH3:40])[CH3:34])=[O:31])=[CH:22][CH:21]=2)[CH2:13][CH2:14]1. The catalyst class is: 27. (6) Reactant: CO[N:3]=[C:4]1[C@@H:9]([CH2:10][O:11][Si:12]([C:25]([CH3:28])([CH3:27])[CH3:26])([C:19]2[CH:24]=[CH:23][CH:22]=[CH:21][CH:20]=2)[C:13]2[CH:18]=[CH:17][CH:16]=[CH:15][CH:14]=2)[CH2:8][C@H:7]2[CH2:29][C@@H:5]1[C:6]2([CH3:31])[CH3:30].B.C1COCC1.[OH-].[Na+]. Product: [Si:12]([O:11][CH2:10][C@H:9]1[CH2:8][C@H:7]2[CH2:29][C@H:5]([C:6]2([CH3:31])[CH3:30])[CH:4]1[NH2:3])([C:25]([CH3:28])([CH3:26])[CH3:27])([C:19]1[CH:24]=[CH:23][CH:22]=[CH:21][CH:20]=1)[C:13]1[CH:18]=[CH:17][CH:16]=[CH:15][CH:14]=1. The catalyst class is: 1.